From a dataset of Forward reaction prediction with 1.9M reactions from USPTO patents (1976-2016). Predict the product of the given reaction. (1) Given the reactants [C:1](/[C:3](/[C:27]1[CH:32]=[CH:31][C:30]([O:33][CH3:34])=[C:29]([O:35][CH3:36])[CH:28]=1)=[CH:4]\[C:5]1[S:9][C:8]([N:10]2[CH2:15][CH2:14][CH:13]([O:16][C:17](=[O:26])[CH2:18][N:19]3[CH2:24][CH2:23][CH:22](O)[CH2:21]C3)[CH2:12][CH2:11]2)=[CH:7][CH:6]=1)#[N:2].N1CCCC1, predict the reaction product. The product is: [C:1](/[C:3](/[C:27]1[CH:32]=[CH:31][C:30]([O:33][CH3:34])=[C:29]([O:35][CH3:36])[CH:28]=1)=[CH:4]\[C:5]1[S:9][C:8]([N:10]2[CH2:15][CH2:14][CH:13]([O:16][C:17](=[O:26])[CH2:18][N:19]3[CH2:21][CH2:22][CH2:23][CH2:24]3)[CH2:12][CH2:11]2)=[CH:7][CH:6]=1)#[N:2]. (2) Given the reactants [Cl:1][C:2]1[CH:3]=[C:4]([CH:7]=[CH:8][CH:9]=1)[CH2:5][OH:6].[H-].[Na+].[Cl:12][C:13]1[CH:18]=[N:17][CH:16]=[C:15](Cl)[N:14]=1, predict the reaction product. The product is: [Cl:12][C:13]1[CH:18]=[N:17][CH:16]=[C:15]([O:6][CH2:5][C:4]2[CH:7]=[CH:8][CH:9]=[C:2]([Cl:1])[CH:3]=2)[N:14]=1. (3) Given the reactants [CH2:1]([NH:5][CH2:6][CH2:7][CH2:8][CH3:9])[CH2:2][CH2:3][CH3:4].[C:10]([OH:13])(=[O:12])[CH3:11].[N:14]#[C:15][NH2:16], predict the reaction product. The product is: [C:10]([O-:13])(=[O:12])[CH3:11].[CH2:1]([N:5]([CH2:6][CH2:7][CH2:8][CH3:9])[C:15]([NH2:16])=[NH2+:14])[CH2:2][CH2:3][CH3:4]. (4) Given the reactants [N+:1]([C:4]1[CH:5]=[C:6]2[C:10](=[CH:11][CH:12]=1)[NH:9][C:8](=[O:13])[C:7]2=O)([O-:3])=[O:2].[CH:15]1[C:20]([NH:21][NH2:22])=[CH:19][CH:18]=[C:17]([S:23]([NH2:26])(=[O:25])=[O:24])[CH:16]=1.Cl, predict the reaction product. The product is: [N+:1]([C:4]1[CH:5]=[C:6]2[C:10](=[CH:11][CH:12]=1)[NH:9][C:8](=[O:13])[C:7]2=[N:22][NH:21][C:20]1[CH:19]=[CH:18][C:17]([S:23]([NH2:26])(=[O:24])=[O:25])=[CH:16][CH:15]=1)([O-:3])=[O:2]. (5) Given the reactants Br[C:2]1[CH:7]=[CH:6][C:5]([O:8][CH2:9][C:10]2[CH:15]=[CH:14][CH:13]=[CH:12][C:11]=2[O:16][C:17]2[CH:22]=[CH:21][CH:20]=[CH:19][CH:18]=2)=[CH:4][N:3]=1.C([Sn](CCCC)(CCCC)/[CH:28]=[CH:29]/[C:30]([O:32][CH2:33][CH3:34])=[O:31])CCC.[F-].[K+], predict the reaction product. The product is: [O:16]([C:11]1[CH:12]=[CH:13][CH:14]=[CH:15][C:10]=1[CH2:9][O:8][C:5]1[CH:6]=[CH:7][C:2](/[CH:28]=[CH:29]/[C:30]([O:32][CH2:33][CH3:34])=[O:31])=[N:3][CH:4]=1)[C:17]1[CH:22]=[CH:21][CH:20]=[CH:19][CH:18]=1. (6) Given the reactants C1(C2[O:12][CH2:11][CH:10]([C:13]3([CH2:19][CH2:20][N:21]4[CH2:26][CH2:25][CH:24]([N:27]([C:35]5[CH:40]=[CH:39][C:38]([CH3:41])=[CH:37][N:36]=5)[C:28]([C:30]5[O:31][CH:32]=[CH:33][CH:34]=5)=[O:29])[CH2:23][CH2:22]4)[CH2:18][CH2:17][CH2:16][CH2:15][CH2:14]3)[CH2:9][O:8]2)C=CC=CC=1.Cl, predict the reaction product. The product is: [OH:12][CH2:11][CH:10]([C:13]1([CH2:19][CH2:20][N:21]2[CH2:22][CH2:23][CH:24]([N:27]([C:35]3[CH:40]=[CH:39][C:38]([CH3:41])=[CH:37][N:36]=3)[C:28]([C:30]3[O:31][CH:32]=[CH:33][CH:34]=3)=[O:29])[CH2:25][CH2:26]2)[CH2:14][CH2:15][CH2:16][CH2:17][CH2:18]1)[CH2:9][OH:8]. (7) Given the reactants [F:1][C:2]1[CH:3]=[C:4]([CH2:8][CH2:9][C:10]([NH:12][NH:13][C:14]([C:16]2[CH:17]=[C:18]3[C:22](=[CH:23][CH:24]=2)[NH:21][N:20]=[CH:19]3)=O)=O)[CH:5]=[CH:6][CH:7]=1.COC1C=CC(P2(=S)SP(=S)(C3C=CC(OC)=CC=3)[S:34]2)=CC=1, predict the reaction product. The product is: [F:1][C:2]1[CH:3]=[C:4]([CH2:8][CH2:9][C:10]2[S:34][C:14]([C:16]3[CH:17]=[C:18]4[C:22](=[CH:23][CH:24]=3)[NH:21][N:20]=[CH:19]4)=[N:13][N:12]=2)[CH:5]=[CH:6][CH:7]=1.